From a dataset of Peptide-MHC class II binding affinity with 134,281 pairs from IEDB. Regression. Given a peptide amino acid sequence and an MHC pseudo amino acid sequence, predict their binding affinity value. This is MHC class II binding data. (1) The peptide sequence is RIKIVQMLSDTLKGL. The MHC is DRB1_0701 with pseudo-sequence DRB1_0701. The binding affinity (normalized) is 0.418. (2) The peptide sequence is IDLNVLLSAAINFFL. The MHC is DRB1_0405 with pseudo-sequence DRB1_0405. The binding affinity (normalized) is 0.180.